This data is from NCI-60 drug combinations with 297,098 pairs across 59 cell lines. The task is: Regression. Given two drug SMILES strings and cell line genomic features, predict the synergy score measuring deviation from expected non-interaction effect. (1) Drug 1: CC1OCC2C(O1)C(C(C(O2)OC3C4COC(=O)C4C(C5=CC6=C(C=C35)OCO6)C7=CC(=C(C(=C7)OC)O)OC)O)O. Drug 2: C(CCl)NC(=O)N(CCCl)N=O. Cell line: U251. Synergy scores: CSS=53.3, Synergy_ZIP=1.20, Synergy_Bliss=4.19, Synergy_Loewe=-19.3, Synergy_HSA=5.30. (2) Drug 1: COC1=C(C=C2C(=C1)N=CN=C2NC3=CC(=C(C=C3)F)Cl)OCCCN4CCOCC4. Drug 2: CCCCC(=O)OCC(=O)C1(CC(C2=C(C1)C(=C3C(=C2O)C(=O)C4=C(C3=O)C=CC=C4OC)O)OC5CC(C(C(O5)C)O)NC(=O)C(F)(F)F)O. Cell line: OVCAR-4. Synergy scores: CSS=17.7, Synergy_ZIP=-5.02, Synergy_Bliss=-2.36, Synergy_Loewe=0.387, Synergy_HSA=0.375. (3) Drug 1: CNC(=O)C1=CC=CC=C1SC2=CC3=C(C=C2)C(=NN3)C=CC4=CC=CC=N4. Drug 2: C1=CC=C(C(=C1)C(C2=CC=C(C=C2)Cl)C(Cl)Cl)Cl. Cell line: IGROV1. Synergy scores: CSS=0.615, Synergy_ZIP=-0.0315, Synergy_Bliss=0.104, Synergy_Loewe=-0.920, Synergy_HSA=-0.307. (4) Drug 1: CC1=C(C=C(C=C1)C(=O)NC2=CC(=CC(=C2)C(F)(F)F)N3C=C(N=C3)C)NC4=NC=CC(=N4)C5=CN=CC=C5. Drug 2: C(CC(=O)O)C(=O)CN.Cl. Cell line: OVCAR3. Synergy scores: CSS=7.25, Synergy_ZIP=-0.325, Synergy_Bliss=2.18, Synergy_Loewe=-5.24, Synergy_HSA=-3.93. (5) Drug 1: CCC1=CC2CC(C3=C(CN(C2)C1)C4=CC=CC=C4N3)(C5=C(C=C6C(=C5)C78CCN9C7C(C=CC9)(C(C(C8N6C)(C(=O)OC)O)OC(=O)C)CC)OC)C(=O)OC.C(C(C(=O)O)O)(C(=O)O)O. Drug 2: COC1=CC(=CC(=C1O)OC)C2C3C(COC3=O)C(C4=CC5=C(C=C24)OCO5)OC6C(C(C7C(O6)COC(O7)C8=CC=CS8)O)O. Cell line: MALME-3M. Synergy scores: CSS=33.1, Synergy_ZIP=-3.33, Synergy_Bliss=-3.30, Synergy_Loewe=-1.30, Synergy_HSA=0.967. (6) Cell line: SF-539. Drug 2: CC1=C(C(=O)C2=C(C1=O)N3CC4C(C3(C2COC(=O)N)OC)N4)N. Drug 1: CC=C1C(=O)NC(C(=O)OC2CC(=O)NC(C(=O)NC(CSSCCC=C2)C(=O)N1)C(C)C)C(C)C. Synergy scores: CSS=75.4, Synergy_ZIP=0.820, Synergy_Bliss=-0.192, Synergy_Loewe=0.512, Synergy_HSA=5.48. (7) Drug 1: C1=CC=C(C=C1)NC(=O)CCCCCCC(=O)NO. Drug 2: C1CC(=O)NC(=O)C1N2C(=O)C3=CC=CC=C3C2=O. Cell line: SW-620. Synergy scores: CSS=20.5, Synergy_ZIP=-8.06, Synergy_Bliss=-1.95, Synergy_Loewe=-23.1, Synergy_HSA=-2.95. (8) Synergy scores: CSS=14.0, Synergy_ZIP=-9.99, Synergy_Bliss=-4.37, Synergy_Loewe=-16.0, Synergy_HSA=-4.44. Drug 2: C(CC(=O)O)C(=O)CN.Cl. Drug 1: C1=C(C(=O)NC(=O)N1)N(CCCl)CCCl. Cell line: MCF7. (9) Drug 1: CN1C(=O)N2C=NC(=C2N=N1)C(=O)N. Drug 2: C1C(C(OC1N2C=NC(=NC2=O)N)CO)O. Cell line: 786-0. Synergy scores: CSS=2.55, Synergy_ZIP=1.24, Synergy_Bliss=5.82, Synergy_Loewe=-3.78, Synergy_HSA=1.31.